Dataset: Forward reaction prediction with 1.9M reactions from USPTO patents (1976-2016). Task: Predict the product of the given reaction. The product is: [ClH:38].[F:1][CH2:2][C:3]1([NH:15][C:16](=[O:31])[CH2:17][NH:18][C:19](=[O:30])[C:20]2[CH:25]=[CH:24][CH:23]=[C:22]([C:26]([F:29])([F:27])[F:28])[CH:21]=2)[CH2:7][CH2:6][NH:5][CH2:4]1. Given the reactants [F:1][CH2:2][C:3]1([NH:15][C:16](=[O:31])[CH2:17][NH:18][C:19](=[O:30])[C:20]2[CH:25]=[CH:24][CH:23]=[C:22]([C:26]([F:29])([F:28])[F:27])[CH:21]=2)[CH2:7][CH2:6][N:5](C(OC(C)(C)C)=O)[CH2:4]1.O1CCOCC1.[ClH:38], predict the reaction product.